Predict the reactants needed to synthesize the given product. From a dataset of Full USPTO retrosynthesis dataset with 1.9M reactions from patents (1976-2016). (1) Given the product [F:31][C:25]1[CH:26]=[CH:27][CH:28]=[C:29]([F:30])[C:24]=1[NH:23][C:21](=[O:22])[C:20]1[CH:32]=[CH:33][CH:34]=[C:18]([C:9]2[N:10]=[C:11]3[C:16]([F:17])=[CH:15][CH:14]=[CH:13][N:12]3[C:8]=2[C:6]2[CH:5]=[CH:4][N:3]=[C:2]([NH:39][C:38]3[CH:40]=[CH:41][C:42]([N:44]4[CH2:49][CH2:48][CH:47]([N:50]5[CH2:55][CH2:54][N:53]([S:56]([CH3:59])(=[O:58])=[O:57])[CH2:52][CH2:51]5)[CH2:46][CH2:45]4)=[CH:43][C:37]=3[O:36][CH3:35])[N:7]=2)[CH:19]=1, predict the reactants needed to synthesize it. The reactants are: Cl[C:2]1[N:7]=[C:6]([C:8]2[N:12]3[CH:13]=[CH:14][CH:15]=[C:16]([F:17])[C:11]3=[N:10][C:9]=2[C:18]2[CH:19]=[C:20]([CH:32]=[CH:33][CH:34]=2)[C:21]([NH:23][C:24]2[C:29]([F:30])=[CH:28][CH:27]=[CH:26][C:25]=2[F:31])=[O:22])[CH:5]=[CH:4][N:3]=1.[CH3:35][O:36][C:37]1[CH:43]=[C:42]([N:44]2[CH2:49][CH2:48][CH:47]([N:50]3[CH2:55][CH2:54][N:53]([S:56]([CH3:59])(=[O:58])=[O:57])[CH2:52][CH2:51]3)[CH2:46][CH2:45]2)[CH:41]=[CH:40][C:38]=1[NH2:39].Cl.O1CCOCC1.C[O-].[Na+]. (2) The reactants are: [I:1][C:2]1[CH:7]=[CH:6][CH:5]=[CH:4][C:3]=1[C:8](=O)[CH2:9][CH2:10][CH2:11][CH2:12][N:13]1[CH2:18][CH2:17][CH:16]([C:19]2[CH:20]=[C:21]([NH:25][C:26](=[O:30])[CH:27]([CH3:29])[CH3:28])[CH:22]=[CH:23][CH:24]=2)[CH2:15][CH2:14]1.Cl.[C:33]1([N:39]([C:41]2[CH:46]=[CH:45][CH:44]=[CH:43][CH:42]=2)N)[CH:38]=[CH:37][CH:36]=[CH:35][CH:34]=1. Given the product [I:1][C:2]1[CH:7]=[CH:6][CH:5]=[CH:4][C:3]=1[C:8]1[N:39]([C:41]2[CH:46]=[CH:45][CH:44]=[CH:43][CH:42]=2)[C:33]2[C:34]([C:9]=1[CH2:10][CH2:11][CH2:12][N:13]1[CH2:18][CH2:17][CH:16]([C:19]3[CH:20]=[C:21]([NH:25][C:26](=[O:30])[CH:27]([CH3:29])[CH3:28])[CH:22]=[CH:23][CH:24]=3)[CH2:15][CH2:14]1)=[CH:35][CH:36]=[CH:37][CH:38]=2, predict the reactants needed to synthesize it.